This data is from Full USPTO retrosynthesis dataset with 1.9M reactions from patents (1976-2016). The task is: Predict the reactants needed to synthesize the given product. (1) Given the product [C:1]([O:5][C:6]([N:8]1[CH2:12][CH2:11][CH2:10][CH:9]1[C:13]1[NH:14][C:15]([C:23]2[CH:24]=[CH:25][C:20]([Cl:19])=[CH:21][C:22]=2[CH:29]=[O:30])=[CH:16][N:17]=1)=[O:7])([CH3:4])([CH3:3])[CH3:2], predict the reactants needed to synthesize it. The reactants are: [C:1]([O:5][C:6]([N:8]1[CH2:12][CH2:11][CH2:10][CH:9]1[C:13]1[NH:14][C:15](Br)=[CH:16][N:17]=1)=[O:7])([CH3:4])([CH3:3])[CH3:2].[Cl:19][C:20]1[CH:25]=[CH:24][C:23](B(O)O)=[C:22]([CH:29]=[O:30])[CH:21]=1. (2) Given the product [Cl:1][C:2]1[CH:7]=[CH:6][C:5]([S:8]([N:11]([CH2:23][C:24]2[CH:25]=[CH:26][C:27]([C:30]([F:31])([F:32])[F:33])=[CH:28][CH:29]=2)[C@H:12]2[CH2:18][CH2:17][CH2:16][CH2:15][CH2:14][C@H:13]2[C:19]([NH2:21])=[O:20])(=[O:9])=[O:10])=[CH:4][CH:3]=1, predict the reactants needed to synthesize it. The reactants are: [Cl:1][C:2]1[CH:7]=[CH:6][C:5]([S:8]([NH:11][C@H:12]2[CH2:18][CH2:17][CH2:16][CH2:15][CH2:14][C@H:13]2[C:19]([NH2:21])=[O:20])(=[O:10])=[O:9])=[CH:4][CH:3]=1.Br[CH2:23][C:24]1[CH:29]=[CH:28][C:27]([C:30]([F:33])([F:32])[F:31])=[CH:26][CH:25]=1. (3) Given the product [NH2:20][C:21]1[C:26]([C:27](=[O:30])[CH2:28][CH3:29])=[CH:25][CH:24]=[C:23]([NH:31][CH2:32][CH2:33][NH:34][C:2]2[C:3]3[N:4]([N:16]=[CH:17][N:18]=3)[CH:5]=[C:6]([C:8]3[CH:13]=[CH:12][C:11]([Cl:14])=[CH:10][C:9]=3[Cl:15])[N:7]=2)[N:22]=1, predict the reactants needed to synthesize it. The reactants are: Cl[C:2]1[C:3]2[N:4]([N:16]=[CH:17][N:18]=2)[CH:5]=[C:6]([C:8]2[CH:13]=[CH:12][C:11]([Cl:14])=[CH:10][C:9]=2[Cl:15])[N:7]=1.Cl.[NH2:20][C:21]1[C:26]([C:27](=[O:30])[CH2:28][CH3:29])=[CH:25][CH:24]=[C:23]([NH:31][CH2:32][CH2:33][NH2:34])[N:22]=1.C(N(CC)C(C)C)(C)C. (4) Given the product [OH:39][C:37]1[CH:38]=[C:33]([NH:32][CH:2]=[C:3]2[C:11]3[C:6](=[CH:7][CH:8]=[C:9]([C:12]([C:14]4[CH:15]=[C:16]([NH:20][C:21]([C:23]5[N:24]([CH2:29][CH3:30])[N:25]=[C:26]([CH3:28])[CH:27]=5)=[O:22])[CH:17]=[CH:18][CH:19]=4)=[O:13])[CH:10]=3)[NH:5][C:4]2=[O:31])[CH:34]=[CH:35][C:36]=1[CH3:42], predict the reactants needed to synthesize it. The reactants are: O[CH:2]=[C:3]1[C:11]2[C:6](=[CH:7][CH:8]=[C:9]([C:12]([C:14]3[CH:15]=[C:16]([NH:20][C:21]([C:23]4[N:24]([CH2:29][CH3:30])[N:25]=[C:26]([CH3:28])[CH:27]=4)=[O:22])[CH:17]=[CH:18][CH:19]=3)=[O:13])[CH:10]=2)[NH:5][C:4]1=[O:31].[NH2:32][C:33]1[CH:34]=[CH:35][C:36](OC)=[C:37]([OH:39])[CH:38]=1.[CH2:42]1COCC1. (5) Given the product [C:1]([O:5][C:6](=[O:50])[CH2:7][C@H:8]([NH:24][C:25]([C@@H:27]1[CH2:32][CH2:31][CH2:30][N:29]([C:33](=[O:49])[CH2:34][CH2:35][CH:36]2[CH2:41][CH2:40][N:39]([C:42]([O:44][C:45]([CH3:48])([CH3:47])[CH3:46])=[O:43])[CH2:38][CH2:37]2)[CH2:28]1)=[O:26])[C:9]1[CH:10]=[N:11][CH:12]=[C:13]([C:15]#[C:16][C:17]2[CH:22]=[CH:21][C:20]([O:23][CH2:68][CH2:51][O:54][S:64]([C:61]3[CH:62]=[CH:63][C:58]([CH3:57])=[CH:59][CH:60]=3)(=[O:67])=[O:65])=[CH:19][CH:18]=2)[CH:14]=1)([CH3:3])([CH3:2])[CH3:4], predict the reactants needed to synthesize it. The reactants are: [C:1]([O:5][C:6](=[O:50])[CH2:7][C@H:8]([NH:24][C:25]([C@@H:27]1[CH2:32][CH2:31][CH2:30][N:29]([C:33](=[O:49])[CH2:34][CH2:35][CH:36]2[CH2:41][CH2:40][N:39]([C:42]([O:44][C:45]([CH3:48])([CH3:47])[CH3:46])=[O:43])[CH2:38][CH2:37]2)[CH2:28]1)=[O:26])[C:9]1[CH:10]=[N:11][CH:12]=[C:13]([C:15]#[C:16][C:17]2[CH:22]=[CH:21][C:20]([OH:23])=[CH:19][CH:18]=2)[CH:14]=1)([CH3:4])([CH3:3])[CH3:2].[C:51](=[O:54])([O-])[O-].[Cs+].[Cs+].[CH3:57][C:58]1[CH:63]=[CH:62][C:61]([S:64]([O-:67])(=O)=[O:65])=[CH:60][CH:59]=1.[CH3:68]N(C)C=O. (6) The reactants are: [NH2:1][C:2]1[CH:3]=[CH:4][C:5]2[C:11]([CH3:13])([CH3:12])[CH2:10][CH2:9][C:8](=[O:14])[N:7]([CH2:15][CH3:16])[C:6]=2[CH:17]=1.Cl[C:19]1[N:24]=[C:23]([NH:25][C:26]2[CH:31]=[CH:30][C:29]([N:32]([CH3:34])[CH3:33])=[CH:28][C:27]=2[S:35]([N:38]([CH3:40])[CH3:39])(=[O:37])=[O:36])[C:22]([Cl:41])=[CH:21][N:20]=1. Given the product [Cl:41][C:22]1[C:23]([NH:25][C:26]2[CH:31]=[CH:30][C:29]([N:32]([CH3:34])[CH3:33])=[CH:28][C:27]=2[S:35]([N:38]([CH3:40])[CH3:39])(=[O:37])=[O:36])=[N:24][C:19]([NH:1][C:2]2[CH:3]=[CH:4][C:5]3[C:11]([CH3:12])([CH3:13])[CH2:10][CH2:9][C:8](=[O:14])[N:7]([CH2:15][CH3:16])[C:6]=3[CH:17]=2)=[N:20][CH:21]=1, predict the reactants needed to synthesize it.